The task is: Predict the reactants needed to synthesize the given product.. This data is from Full USPTO retrosynthesis dataset with 1.9M reactions from patents (1976-2016). Given the product [CH:26]12[CH2:32][CH2:31][CH:29]([CH2:28][CH2:27]1)[CH2:30][N:24]([C:22]([CH2:21][N:4]1[C:5]3[C:19]([CH3:20])=[CH:18][CH:17]=[CH:16][C:6]=3[C:7]([C:9]3[CH:14]=[CH:13][CH:12]=[CH:11][C:10]=3[F:15])=[N:8][CH:2]([NH:1][C:34]([N:36]3[CH:40]=[CH:39][N:38]=[CH:37]3)=[O:35])[C:3]1=[O:33])=[O:23])[CH2:25]2, predict the reactants needed to synthesize it. The reactants are: [NH2:1][CH:2]1[N:8]=[C:7]([C:9]2[CH:14]=[CH:13][CH:12]=[CH:11][C:10]=2[F:15])[C:6]2[CH:16]=[CH:17][CH:18]=[C:19]([CH3:20])[C:5]=2[N:4]([CH2:21][C:22]([N:24]2[CH2:30][CH:29]3[CH2:31][CH2:32][CH:26]([CH2:27][CH2:28]3)[CH2:25]2)=[O:23])[C:3]1=[O:33].[C:34](N1C=CN=C1)([N:36]1[CH:40]=[CH:39][N:38]=[CH:37]1)=[O:35].C(OCC)(=O)C.O.